From a dataset of Peptide-MHC class I binding affinity with 185,985 pairs from IEDB/IMGT. Regression. Given a peptide amino acid sequence and an MHC pseudo amino acid sequence, predict their binding affinity value. This is MHC class I binding data. (1) The peptide sequence is FAIVPPLQI. The MHC is HLA-A02:03 with pseudo-sequence HLA-A02:03. The binding affinity (normalized) is 0.0847. (2) The peptide sequence is FLMRNAIQY. The MHC is HLA-B46:01 with pseudo-sequence HLA-B46:01. The binding affinity (normalized) is 0.230. (3) The peptide sequence is ETESATLFT. The MHC is HLA-A80:01 with pseudo-sequence HLA-A80:01. The binding affinity (normalized) is 0.0847. (4) The peptide sequence is AEAASATPL. The MHC is HLA-B40:01 with pseudo-sequence HLA-B40:01. The binding affinity (normalized) is 0.714.